Dataset: Full USPTO retrosynthesis dataset with 1.9M reactions from patents (1976-2016). Task: Predict the reactants needed to synthesize the given product. Given the product [CH3:17][O:18][C:19](=[O:31])[C:20]1[CH:25]=[CH:24][C:23]([O:26][CH2:27][CH2:28][O:16][N:15]=[C:13]([C:10]2[CH:11]=[CH:12][C:7]([C:3]([CH3:6])([CH3:4])[CH3:5])=[CH:8][CH:9]=2)[CH3:14])=[CH:22][C:21]=1[OH:30], predict the reactants needed to synthesize it. The reactants are: [H-].[Na+].[C:3]([C:7]1[CH:12]=[CH:11][C:10]([C:13](=[N:15][OH:16])[CH3:14])=[CH:9][CH:8]=1)([CH3:6])([CH3:5])[CH3:4].[CH3:17][O:18][C:19](=[O:31])[C:20]1[CH:25]=[CH:24][C:23]([O:26][CH2:27][CH2:28]Br)=[CH:22][C:21]=1[OH:30].